From a dataset of Reaction yield outcomes from USPTO patents with 853,638 reactions. Predict the reaction yield, written as a fraction of the theoretical maximum amount of product (1.0 means a 100% yield; for example, 0.34 means a 34% yield). (1) The reactants are [C:1]([C:5]1[CH:12]=[CH:11][C:8]([CH:9]=O)=[CH:7][CH:6]=1)([CH3:4])([CH3:3])[CH3:2].[CH2:13]([NH2:21])[CH2:14][C:15]1[CH:20]=[CH:19][CH:18]=[CH:17][CH:16]=1.[BH4-].[Na+]. The catalyst is CO.Cl. The product is [C:1]([C:5]1[CH:12]=[CH:11][C:8]([CH2:9][NH:21][CH2:13][CH2:14][C:15]2[CH:20]=[CH:19][CH:18]=[CH:17][CH:16]=2)=[CH:7][CH:6]=1)([CH3:4])([CH3:3])[CH3:2]. The yield is 0.910. (2) The reactants are [Cl-].[C:2]([C:4]1([C:10]([O:12][CH3:13])=[O:11])[CH2:9][CH2:8][NH2+:7][CH2:6][CH2:5]1)#[N:3].C(N(CC)CC)C.[Cl:21][CH2:22][C:23](Cl)=[O:24].O. The catalyst is ClCCl. The product is [Cl:21][CH2:22][C:23]([N:7]1[CH2:8][CH2:9][C:4]([C:2]#[N:3])([C:10]([O:12][CH3:13])=[O:11])[CH2:5][CH2:6]1)=[O:24]. The yield is 0.980.